This data is from Forward reaction prediction with 1.9M reactions from USPTO patents (1976-2016). The task is: Predict the product of the given reaction. (1) Given the reactants [C:1]([O:5][C:6]([NH:8][CH:9]([CH2:16][S:17][C:18]1[CH:23]=[CH:22][CH:21]=[CH:20][CH:19]=1)/[CH:10]=[CH:11]/[C:12]([O:14][CH3:15])=[O:13])=[O:7])([CH3:4])([CH3:3])[CH3:2].CO, predict the reaction product. The product is: [C:1]([O:5][C:6]([NH:8][CH:9]([CH2:16][S:17][C:18]1[CH:19]=[CH:20][CH:21]=[CH:22][CH:23]=1)[CH2:10][CH2:11][C:12]([O:14][CH3:15])=[O:13])=[O:7])([CH3:4])([CH3:2])[CH3:3]. (2) Given the reactants [C:1]([O:5][C:6]([NH:8][C:9]1[CH:14]=[CH:13][CH:12]=[CH:11][C:10]=1[NH2:15])=[O:7])([CH3:4])([CH3:3])[CH3:2].[Br:16][C:17]1[CH:25]=[CH:24][C:20]([C:21](O)=[O:22])=[CH:19][C:18]=1[F:26], predict the reaction product. The product is: [Br:16][C:17]1[CH:25]=[CH:24][C:20]([C:21]([NH:15][C:10]2[CH:11]=[CH:12][CH:13]=[CH:14][C:9]=2[NH:8][C:6](=[O:7])[O:5][C:1]([CH3:4])([CH3:2])[CH3:3])=[O:22])=[CH:19][C:18]=1[F:26]. (3) The product is: [F:2][C:3]1[CH:4]=[CH:5][C:6]([N:9]2[C:17]3[N:16]=[C:15]4[CH2:18][CH2:19][CH2:20][C:21]5[C:22]([CH2:23][C:24]6[CH:29]=[CH:28][CH:27]=[CH:26][N:25]=6)([CH2:34][CH2:33][C:32](=[O:35])[CH:31]=5)[C:14]4=[CH:13][C:12]=3[CH:11]=[N:10]2)=[CH:7][CH:8]=1. Given the reactants [Na].[F:2][C:3]1[CH:8]=[CH:7][C:6]([N:9]2[C:17]3[N:16]=[C:15]4[CH2:18][CH2:19][CH2:20][C:21](=O)[CH:22]([CH2:23][C:24]5[CH:29]=[CH:28][CH:27]=[CH:26][N:25]=5)[C:14]4=[CH:13][C:12]=3[CH:11]=[N:10]2)=[CH:5][CH:4]=1.[CH3:31][C:32](=[O:35])[CH:33]=[CH2:34], predict the reaction product. (4) Given the reactants Cl[C:2]1[N:7]=[N:6][C:5]([C:8]2[CH:13]=[CH:12][C:11]([C@@H:14]([N:16]3[CH2:21][CH2:20][C@:19]([CH2:28][C:29]([OH:32])([CH3:31])[CH3:30])([C:22]4[CH:27]=[CH:26][CH:25]=[CH:24][CH:23]=4)[O:18][C:17]3=[O:33])[CH3:15])=[CH:10][CH:9]=2)=[CH:4][CH:3]=1.[NH:34]1[CH2:41][CH2:40][CH2:39][C@@H:35]1[C:36]([NH2:38])=[O:37], predict the reaction product. The product is: [OH:32][C:29]([CH3:31])([CH3:30])[CH2:28][C@@:19]1([C:22]2[CH:27]=[CH:26][CH:25]=[CH:24][CH:23]=2)[O:18][C:17](=[O:33])[N:16]([C@H:14]([C:11]2[CH:12]=[CH:13][C:8]([C:5]3[N:6]=[N:7][C:2]([N:34]4[CH2:41][CH2:40][CH2:39][C@@H:35]4[C:36]([NH2:38])=[O:37])=[CH:3][CH:4]=3)=[CH:9][CH:10]=2)[CH3:15])[CH2:21][CH2:20]1. (5) Given the reactants Br[C:2]1[CH:18]=[CH:17][C:5]([O:6][Si:7]([CH:14]([CH3:16])[CH3:15])(C(C)C)C(C)C)=[CH:4][C:3]=1[C:19]([CH3:22])([CH3:21])[CH3:20].C([Li])(C)(C)C.CCCCC.Cl[C:34]([O:36][CH2:37][CH3:38])=[O:35], predict the reaction product. The product is: [C:19]([C:3]1[CH:4]=[C:5]([O:6][SiH2:7][CH:14]([CH3:15])[CH3:16])[CH:17]=[CH:18][C:2]=1[C:34]([O:36][CH2:37][CH3:38])=[O:35])([CH3:20])([CH3:21])[CH3:22]. (6) Given the reactants I[C:2]1[N:3]=[C:4]([CH3:7])[S:5][CH:6]=1.[CH2:8]([C:12]1[N:13]=[C:14]2[CH:19]=[CH:18][CH:17]=[CH:16][N:15]2[CH:20]=1)[CH2:9][C:10]#[CH:11], predict the reaction product. The product is: [CH3:7][C:4]1[S:5][CH:6]=[C:2]([C:11]#[C:10][CH2:9][CH2:8][C:12]2[N:13]=[C:14]3[CH:19]=[CH:18][CH:17]=[CH:16][N:15]3[CH:20]=2)[N:3]=1. (7) Given the reactants [NH2:1][CH2:2][CH:3]1[CH2:8][CH2:7][N:6]([CH2:9][CH2:10][NH:11][C:12](=[O:18])[O:13][C:14]([CH3:17])([CH3:16])[CH3:15])[CH2:5][CH2:4]1.[F:19][C:20]1[CH:21]=[C:22]([CH:26]=[C:27]([C:29]([F:32])([F:31])[F:30])[CH:28]=1)[C:23](O)=[O:24].CN(C(ON1N=NC2C=CC=NC1=2)=[N+](C)C)C.F[P-](F)(F)(F)(F)F.C([O-])(O)=O.[Na+], predict the reaction product. The product is: [F:19][C:20]1[CH:21]=[C:22]([CH:26]=[C:27]([C:29]([F:30])([F:31])[F:32])[CH:28]=1)[C:23]([NH:1][CH2:2][CH:3]1[CH2:8][CH2:7][N:6]([CH2:9][CH2:10][NH:11][C:12](=[O:18])[O:13][C:14]([CH3:15])([CH3:17])[CH3:16])[CH2:5][CH2:4]1)=[O:24]. (8) Given the reactants P(Cl)(Cl)(Cl)=O.CN(C)[C:8](=[O:11])[CH2:9][CH3:10].[Cl:13][C:14]1[CH:19]=[CH:18][C:17]([C:20]2[N:21]([CH2:26][CH3:27])[CH:22]=[CH:23][C:24]=2[CH3:25])=[CH:16][CH:15]=1.O.O.O.C([O-])(=O)C.[Na+], predict the reaction product. The product is: [Cl:13][C:14]1[CH:15]=[CH:16][C:17]([C:20]2[N:21]([CH2:26][CH3:27])[C:22]([C:8](=[O:11])[CH2:9][CH3:10])=[CH:23][C:24]=2[CH3:25])=[CH:18][CH:19]=1. (9) Given the reactants [CH2:1]1[CH2:7][O:6][CH2:5][CH2:4][NH:3][CH2:2]1.Cl.C(=O)([O-])[O-].[K+].[K+].Cl[CH2:16][C:17]1[CH:51]=[CH:50][C:20]([C:21]([NH:23][C:24]2[C:25]3[CH:38]=[C:37]([C:39]([NH:41][N:42]([CH3:49])[C:43]4[CH:48]=[CH:47][CH:46]=[CH:45][CH:44]=4)=[O:40])[S:36][C:26]=3[N:27](C(OC(C)(C)C)=O)[N:28]=2)=[O:22])=[CH:19][CH:18]=1.ClCC1C=CC(C(NC2C3C=C(C(NN(C4C=CC(Cl)=CC=4)C)=O)SC=3N(C(OC(C)(C)C)=O)N=2)=O)=CC=1, predict the reaction product. The product is: [CH3:49][N:42]([C:43]1[CH:48]=[CH:47][CH:46]=[CH:45][CH:44]=1)[NH:41][C:39]([C:37]1[S:36][C:26]2[NH:27][N:28]=[C:24]([NH:23][C:21](=[O:22])[C:20]3[CH:50]=[CH:51][C:17]([CH2:16][N:3]4[CH2:2][CH2:1][CH2:7][O:6][CH2:5][CH2:4]4)=[CH:18][CH:19]=3)[C:25]=2[CH:38]=1)=[O:40].